From a dataset of NCI-60 drug combinations with 297,098 pairs across 59 cell lines. Regression. Given two drug SMILES strings and cell line genomic features, predict the synergy score measuring deviation from expected non-interaction effect. (1) Drug 1: CCC(=C(C1=CC=CC=C1)C2=CC=C(C=C2)OCCN(C)C)C3=CC=CC=C3.C(C(=O)O)C(CC(=O)O)(C(=O)O)O. Drug 2: CC1C(C(CC(O1)OC2CC(CC3=C2C(=C4C(=C3O)C(=O)C5=C(C4=O)C(=CC=C5)OC)O)(C(=O)CO)O)N)O.Cl. Cell line: ACHN. Synergy scores: CSS=33.0, Synergy_ZIP=0.777, Synergy_Bliss=3.03, Synergy_Loewe=-14.5, Synergy_HSA=1.85. (2) Drug 1: C1=CC(=CC=C1CCC2=CNC3=C2C(=O)NC(=N3)N)C(=O)NC(CCC(=O)O)C(=O)O. Drug 2: B(C(CC(C)C)NC(=O)C(CC1=CC=CC=C1)NC(=O)C2=NC=CN=C2)(O)O. Cell line: NCI-H226. Synergy scores: CSS=8.61, Synergy_ZIP=0.223, Synergy_Bliss=1.47, Synergy_Loewe=1.97, Synergy_HSA=2.08. (3) Drug 1: C1=C(C(=O)NC(=O)N1)F. Drug 2: C(CCl)NC(=O)N(CCCl)N=O. Cell line: HCT-15. Synergy scores: CSS=41.0, Synergy_ZIP=-1.83, Synergy_Bliss=-4.49, Synergy_Loewe=-12.3, Synergy_HSA=-3.82. (4) Drug 1: CN(C)C1=NC(=NC(=N1)N(C)C)N(C)C. Drug 2: C1C(C(OC1N2C=NC(=NC2=O)N)CO)O. Cell line: MDA-MB-435. Synergy scores: CSS=-7.00, Synergy_ZIP=7.70, Synergy_Bliss=1.57, Synergy_Loewe=-8.58, Synergy_HSA=-4.61. (5) Drug 1: C1=C(C(=O)NC(=O)N1)F. Drug 2: C1CN1P(=S)(N2CC2)N3CC3. Cell line: MOLT-4. Synergy scores: CSS=67.7, Synergy_ZIP=3.74, Synergy_Bliss=1.17, Synergy_Loewe=5.33, Synergy_HSA=7.38. (6) Drug 1: C1=CC=C(C=C1)NC(=O)CCCCCCC(=O)NO. Drug 2: CS(=O)(=O)OCCCCOS(=O)(=O)C. Cell line: NCIH23. Synergy scores: CSS=22.0, Synergy_ZIP=-6.53, Synergy_Bliss=-4.97, Synergy_Loewe=0.373, Synergy_HSA=0.566. (7) Drug 2: CN(C(=O)NC(C=O)C(C(C(CO)O)O)O)N=O. Synergy scores: CSS=-0.889, Synergy_ZIP=1.01, Synergy_Bliss=-0.595, Synergy_Loewe=-1.70, Synergy_HSA=-2.60. Drug 1: C(=O)(N)NO. Cell line: 786-0. (8) Drug 1: C1=CC(=CC=C1CCC2=CNC3=C2C(=O)NC(=N3)N)C(=O)NC(CCC(=O)O)C(=O)O. Drug 2: CC1=C(C(CCC1)(C)C)C=CC(=CC=CC(=CC(=O)O)C)C. Cell line: MOLT-4. Synergy scores: CSS=54.3, Synergy_ZIP=-2.59, Synergy_Bliss=-6.56, Synergy_Loewe=-36.0, Synergy_HSA=-6.42.